This data is from Forward reaction prediction with 1.9M reactions from USPTO patents (1976-2016). The task is: Predict the product of the given reaction. Given the reactants COC1C=CC([CH2:7][N:8](C)[C:9]2[CH:18]=[C:17]3[C:12]([CH:13]=[C:14]([C:22]4[C:23]([F:40])=[CH:24][C:25]([F:39])=[C:26]([NH:28][C:29]([NH:31][C:32]5[CH:37]=[CH:36][CH:35]=[C:34]([F:38])[CH:33]=5)=[O:30])[CH:27]=4)[C:15](=[O:21])[N:16]3[CH2:19][CH3:20])=[CH:11][N:10]=2)=CC=1.C([O-])(O)=O.[Na+], predict the reaction product. The product is: [CH2:19]([N:16]1[C:17]2[C:12](=[CH:11][N:10]=[C:9]([NH:8][CH3:7])[CH:18]=2)[CH:13]=[C:14]([C:22]2[C:23]([F:40])=[CH:24][C:25]([F:39])=[C:26]([NH:28][C:29]([NH:31][C:32]3[CH:37]=[CH:36][CH:35]=[C:34]([F:38])[CH:33]=3)=[O:30])[CH:27]=2)[C:15]1=[O:21])[CH3:20].